From a dataset of Full USPTO retrosynthesis dataset with 1.9M reactions from patents (1976-2016). Predict the reactants needed to synthesize the given product. Given the product [S:8]1[CH:12]=[C:11]([C:13]2[CH:14]=[CH:15][C:16]([CH2:19][C:20]3[CH:37]=[CH:36][C:23]4[CH2:24][CH2:25][NH:26][CH2:27][CH2:28][C:22]=4[CH:21]=3)=[CH:17][CH:18]=2)[N:10]=[N:9]1, predict the reactants needed to synthesize it. The reactants are: FC(F)(F)C(O)=O.[S:8]1[CH:12]=[C:11]([C:13]2[CH:18]=[CH:17][C:16]([CH2:19][C:20]3[CH:37]=[CH:36][C:23]4[CH2:24][CH2:25][N:26](C(OC(C)(C)C)=O)[CH2:27][CH2:28][C:22]=4[CH:21]=3)=[CH:15][CH:14]=2)[N:10]=[N:9]1.